Predict the reactants needed to synthesize the given product. From a dataset of Full USPTO retrosynthesis dataset with 1.9M reactions from patents (1976-2016). (1) The reactants are: Cl[C:2]1[CH:11]=[CH:10][N:9]=[C:8]2[C:3]=1[C:4]1[CH:16]=[CH:15][CH:14]=[CH:13][C:5]=1[C:6](=[O:12])[NH:7]2.COC1C=CC=CC=1[NH2:21].[CH:26]1(P([CH:26]2[CH2:31][CH2:30][CH2:29][CH2:28][CH2:27]2)C2C=CC=CC=2C2C(C(C)C)=CC(C(C)C)=CC=2C(C)C)[CH2:31][CH2:30][CH2:29][CH2:28][CH2:27]1.C[C:61](C)([O-:63])C.[Na+]. Given the product [CH3:61][O:63][C:26]1[CH:31]=[CH:30][C:29]([NH:21][C:2]2[CH:11]=[CH:10][N:9]=[C:8]3[C:3]=2[C:4]2[CH:16]=[CH:15][CH:14]=[CH:13][C:5]=2[C:6](=[O:12])[NH:7]3)=[CH:28][CH:27]=1, predict the reactants needed to synthesize it. (2) Given the product [CH2:10]([O:12][C:13](=[O:35])[CH2:14][N:15]1[C:23]2[C:18](=[C:19]([NH:24][C:3](=[O:5])[CH3:4])[CH:20]=[CH:21][CH:22]=2)[C:17]([S:26][C:27]2[CH:32]=[CH:31][C:30]([Cl:33])=[CH:29][CH:28]=2)=[C:16]1[CH3:34])[CH3:11], predict the reactants needed to synthesize it. The reactants are: [I-].[Na+].[C:3](OC(=O)C)(=[O:5])[CH3:4].[CH2:10]([O:12][C:13](=[O:35])[CH2:14][N:15]1[C:23]2[CH2:22][CH2:21][CH2:20][C:19](=[N:24]O)[C:18]=2[C:17]([S:26][C:27]2[CH:32]=[CH:31][C:30]([Cl:33])=[CH:29][CH:28]=2)=[C:16]1[CH3:34])[CH3:11]. (3) Given the product [Ca+2:24].[CH2:1]([P:17](=[O:18])([O-:20])[O-:19])[CH2:2][CH2:3][CH2:4][CH2:5][CH2:6][CH2:7][CH2:8][CH2:9][CH2:10][CH2:11][CH2:12][CH2:13][CH2:14][CH2:15][CH3:16], predict the reactants needed to synthesize it. The reactants are: [CH2:1]([P:17](=[O:20])([OH:19])[OH:18])[CH2:2][CH2:3][CH2:4][CH2:5][CH2:6][CH2:7][CH2:8][CH2:9][CH2:10][CH2:11][CH2:12][CH2:13][CH2:14][CH2:15][CH3:16].[OH-].[Na+].[Cl-].[Ca+2:24].[Cl-]. (4) Given the product [F:1][C:2]1[CH:19]=[CH:18][C:5]([CH2:6][CH2:7][C:8]2[CH:9]=[C:10]([CH:15]=[CH:16][N:17]=2)[C:11]([O:13][CH3:14])=[O:12])=[CH:4][CH:3]=1, predict the reactants needed to synthesize it. The reactants are: [F:1][C:2]1[CH:19]=[CH:18][C:5](/[CH:6]=[CH:7]/[C:8]2[CH:9]=[C:10]([CH:15]=[CH:16][N:17]=2)[C:11]([O:13][CH3:14])=[O:12])=[CH:4][CH:3]=1. (5) Given the product [Cl:5][C:6]1[CH:7]=[C:8]([CH3:15])[C:9]([C:12]([Cl:3])=[O:13])=[N:10][CH:11]=1, predict the reactants needed to synthesize it. The reactants are: S(Cl)([Cl:3])=O.[Cl:5][C:6]1[CH:7]=[C:8]([CH3:15])[C:9]([C:12](O)=[O:13])=[N:10][CH:11]=1.C1(C)C=CC=CC=1.